Dataset: Forward reaction prediction with 1.9M reactions from USPTO patents (1976-2016). Task: Predict the product of the given reaction. (1) Given the reactants [CH3:1][C:2]([O:5][C:6](=[O:17])[NH:7][CH2:8][CH2:9][CH2:10][C:11](NCOC)=[O:12])([CH3:4])[CH3:3].[CH3:18][N:19]1[CH:23]=[N:22][CH:21]=[N:20]1, predict the reaction product. The product is: [CH3:4][C:2]([O:5][C:6](=[O:17])[NH:7][CH2:8][CH2:9][CH2:10][C:11]([C:23]1[N:19]([CH3:18])[N:20]=[CH:21][N:22]=1)=[O:12])([CH3:1])[CH3:3]. (2) Given the reactants BrC1C=CC(CC)=CC=1.C([Li])(C)(C)C.CCCCC.C(OC1C(C=O)=CC=CN=1)C1C=CC=CC=1.[CH2:36]([O:43][C:44]1[C:49]([CH:50]([C:52]2[CH:57]=[CH:56][C:55]([CH2:58][CH3:59])=[CH:54][CH:53]=2)[OH:51])=[CH:48][CH:47]=[C:46](C)[N:45]=1)[C:37]1[CH:42]=[CH:41][CH:40]=[CH:39][CH:38]=1, predict the reaction product. The product is: [CH2:36]([O:43][C:44]1[C:49]([CH:50]([C:52]2[CH:53]=[CH:54][C:55]([CH2:58][CH3:59])=[CH:56][CH:57]=2)[OH:51])=[CH:48][CH:47]=[CH:46][N:45]=1)[C:37]1[CH:38]=[CH:39][CH:40]=[CH:41][CH:42]=1. (3) Given the reactants [NH2:1][CH2:2][CH2:3][C:4]1[CH:9]=[CH:8][N:7]=[CH:6][CH:5]=1.[O:10]1[CH2:15][CH2:14][CH2:13][CH2:12][CH:11]1[O:16][C:17]1[CH:18]=[C:19]([CH:45]=[CH:46][CH:47]=1)[CH2:20][N:21]([S:33]([C:36]1[C:41]([CH3:42])=[CH:40][C:39]([CH3:43])=[CH:38][C:37]=1[CH3:44])(=[O:35])=[O:34])[C:22]1[CH:27]=[CH:26][C:25]([CH:28]=[CH:29][C:30](O)=[O:31])=[CH:24][CH:23]=1.C(N(CC)CC)C.CCCP1(OP(CCC)(=O)OP(CCC)(=O)O1)=O.C(=O)(O)[O-].[Na+], predict the reaction product. The product is: [N:7]1[CH:8]=[CH:9][C:4]([CH2:3][CH2:2][NH:1][C:30](=[O:31])[CH:29]=[CH:28][C:25]2[CH:26]=[CH:27][C:22]([N:21]([CH2:20][C:19]3[CH:45]=[CH:46][CH:47]=[C:17]([O:16][CH:11]4[CH2:12][CH2:13][CH2:14][CH2:15][O:10]4)[CH:18]=3)[S:33]([C:36]3[C:41]([CH3:42])=[CH:40][C:39]([CH3:43])=[CH:38][C:37]=3[CH3:44])(=[O:35])=[O:34])=[CH:23][CH:24]=2)=[CH:5][CH:6]=1. (4) Given the reactants [CH3:1][N:2]1[C:6]([C:7](Cl)=[O:8])=[CH:5][C:4]([CH3:10])=[N:3]1.[CH:11]([O:14][C:15]([N:17]1[C:26]2[C:21](=N[C:23]([C:27]([F:30])([F:29])[F:28])=[CH:24][CH:25]=2)[CH:20]([NH:31][CH2:32][C:33]2[CH:38]=[C:37]([C:39]([F:42])([F:41])[F:40])[CH:36]=[C:35]([C:43]([F:46])([F:45])[F:44])[CH:34]=2)[CH2:19][CH:18]1[CH2:47][CH3:48])=[O:16])([CH3:13])[CH3:12].N1C=CC=C[CH:50]=1, predict the reaction product. The product is: [CH:11]([O:14][C:15]([N:17]1[C:26]2[C:21](=[CH:50][C:23]([C:27]([F:29])([F:30])[F:28])=[CH:24][CH:25]=2)[C@H:20]([N:31]([CH2:32][C:33]2[CH:38]=[C:37]([C:39]([F:42])([F:40])[F:41])[CH:36]=[C:35]([C:43]([F:44])([F:46])[F:45])[CH:34]=2)[C:7]([C:6]2[N:2]([CH3:1])[N:3]=[C:4]([CH3:10])[CH:5]=2)=[O:8])[CH2:19][C@@H:18]1[CH2:47][CH3:48])=[O:16])([CH3:13])[CH3:12]. (5) Given the reactants [NH2:1][C:2]1[N:7]=[CH:6][N:5]=[C:4]2[N:8]([CH:14]([C:16]3[C:17]([O:35][CH2:36][CH3:37])=[C:18]([CH:24]4[CH2:27][N:26](C(OC(C)(C)C)=O)[CH2:25]4)[C:19]([F:23])=[C:20]([Cl:22])[CH:21]=3)[CH3:15])[N:9]=[C:10]([CH:11]([F:13])[F:12])[C:3]=12.[ClH:38].O1CCOCC1, predict the reaction product. The product is: [ClH:22].[ClH:38].[NH:26]1[CH2:27][CH:24]([C:18]2[C:17]([O:35][CH2:36][CH3:37])=[C:16]([CH:14]([N:8]3[C:4]4=[N:5][CH:6]=[N:7][C:2]([NH2:1])=[C:3]4[C:10]([CH:11]([F:13])[F:12])=[N:9]3)[CH3:15])[CH:21]=[C:20]([Cl:22])[C:19]=2[F:23])[CH2:25]1. (6) Given the reactants [Cl:1][C:2]1[CH:7]=[C:6]([OH:8])[CH:5]=[CH:4][C:3]=1[CH:9]([CH3:28])[C:10]([C:16]1[CH:17]=[CH:18][C:19]2[O:24][CH2:23][C:22](=[O:25])[N:21]([CH3:26])[C:20]=2[CH:27]=1)([OH:15])[C:11]([F:14])([F:13])[F:12].[CH3:29][O:30][C:31]([C:33]1[C:34]([Cl:40])=[N:35][C:36](Cl)=[CH:37][CH:38]=1)=[O:32].C1N2CCN(CC2)C1, predict the reaction product. The product is: [CH3:29][O:30][C:31](=[O:32])[C:33]1[CH:38]=[CH:37][C:36]([O:8][C:6]2[CH:5]=[CH:4][C:3]([CH:9]([CH3:28])[C:10]([OH:15])([C:16]3[CH:17]=[CH:18][C:19]4[O:24][CH2:23][C:22](=[O:25])[N:21]([CH3:26])[C:20]=4[CH:27]=3)[C:11]([F:12])([F:13])[F:14])=[C:2]([Cl:1])[CH:7]=2)=[N:35][C:34]=1[Cl:40]. (7) Given the reactants [CH3:1][O:2][C:3](=[O:24])[C:4]1[CH:9]=[CH:8][C:7]([CH2:10][C:11]([C:13]2[C:18]([O:19][CH3:20])=[CH:17][CH:16]=[C:15](Br)[C:14]=2[O:22][CH3:23])=[O:12])=[CH:6][CH:5]=1.[S:25]1[CH:29]=[CH:28][CH:27]=[C:26]1B(O)O.C1COCC1.[F-].[K+], predict the reaction product. The product is: [CH3:1][O:2][C:3](=[O:24])[C:4]1[CH:9]=[CH:8][C:7]([CH2:10][C:11]([C:13]2[C:18]([O:19][CH3:20])=[CH:17][CH:16]=[C:15]([C:26]3[S:25][CH:29]=[CH:28][CH:27]=3)[C:14]=2[O:22][CH3:23])=[O:12])=[CH:6][CH:5]=1.